Regression. Given two drug SMILES strings and cell line genomic features, predict the synergy score measuring deviation from expected non-interaction effect. From a dataset of NCI-60 drug combinations with 297,098 pairs across 59 cell lines. (1) Drug 1: CCC1(CC2CC(C3=C(CCN(C2)C1)C4=CC=CC=C4N3)(C5=C(C=C6C(=C5)C78CCN9C7C(C=CC9)(C(C(C8N6C)(C(=O)OC)O)OC(=O)C)CC)OC)C(=O)OC)O.OS(=O)(=O)O. Drug 2: C1CN(CCN1C(=O)CCBr)C(=O)CCBr. Cell line: SW-620. Synergy scores: CSS=8.59, Synergy_ZIP=-4.49, Synergy_Bliss=2.01, Synergy_Loewe=2.31, Synergy_HSA=2.63. (2) Drug 1: C1=NC2=C(N=C(N=C2N1C3C(C(C(O3)CO)O)O)F)N. Drug 2: CC1=C(C=C(C=C1)C(=O)NC2=CC(=CC(=C2)C(F)(F)F)N3C=C(N=C3)C)NC4=NC=CC(=N4)C5=CN=CC=C5. Cell line: DU-145. Synergy scores: CSS=11.2, Synergy_ZIP=-1.56, Synergy_Bliss=4.13, Synergy_Loewe=-3.09, Synergy_HSA=-3.07. (3) Drug 1: CCC(=C(C1=CC=CC=C1)C2=CC=C(C=C2)OCCN(C)C)C3=CC=CC=C3.C(C(=O)O)C(CC(=O)O)(C(=O)O)O. Drug 2: CC1=C2C(C(=O)C3(C(CC4C(C3C(C(C2(C)C)(CC1OC(=O)C(C(C5=CC=CC=C5)NC(=O)OC(C)(C)C)O)O)OC(=O)C6=CC=CC=C6)(CO4)OC(=O)C)O)C)O. Cell line: SF-539. Synergy scores: CSS=22.3, Synergy_ZIP=42.6, Synergy_Bliss=45.9, Synergy_Loewe=32.8, Synergy_HSA=37.6.